From a dataset of TCR-epitope binding with 47,182 pairs between 192 epitopes and 23,139 TCRs. Binary Classification. Given a T-cell receptor sequence (or CDR3 region) and an epitope sequence, predict whether binding occurs between them. (1) The epitope is RLRAEAQVK. The TCR CDR3 sequence is CASSLPGQDYGYTF. Result: 1 (the TCR binds to the epitope). (2) The epitope is GILGFVFTL. The TCR CDR3 sequence is CASSLLVSGVSSTDTQYF. Result: 1 (the TCR binds to the epitope). (3) The epitope is LEPLVDLPI. The TCR CDR3 sequence is CASSPRAGGYNEQFF. Result: 1 (the TCR binds to the epitope). (4) The epitope is TVYDPLQPELDSFK. The TCR CDR3 sequence is CASSFVQDLGGYTF. Result: 0 (the TCR does not bind to the epitope). (5) The epitope is KAYNVTQAF. The TCR CDR3 sequence is CASSQDQVAGGLYNEQFF. Result: 1 (the TCR binds to the epitope).